From a dataset of Full USPTO retrosynthesis dataset with 1.9M reactions from patents (1976-2016). Predict the reactants needed to synthesize the given product. (1) Given the product [CH2:22]([NH:24][C:18]([CH:16]1[CH2:17][C:14]([C:4]2[CH:5]=[CH:6][C:7]([CH2:8][N:9]3[CH2:10][CH2:11][CH2:12][CH2:13]3)=[C:2]([Cl:1])[CH:3]=2)([OH:21])[CH2:15]1)=[O:19])[CH3:23], predict the reactants needed to synthesize it. The reactants are: [Cl:1][C:2]1[CH:3]=[C:4]([C:14]2([OH:21])[CH2:17][CH:16]([C:18](O)=[O:19])[CH2:15]2)[CH:5]=[CH:6][C:7]=1[CH2:8][N:9]1[CH2:13][CH2:12][CH2:11][CH2:10]1.[CH2:22]([NH2:24])[CH3:23].C1COCC1.C(P1(=O)OP(CCC)(=O)OP(CCC)(=O)O1)CC.[OH-].[Na+]. (2) Given the product [OH:58][CH2:57][C:48]1[CH:49]=[C:50]([C:53]([F:54])([F:55])[F:56])[CH:51]=[CH:52][C:47]=1[C:2]1[CH:3]=[C:4]([C:10]2[CH:15]=[CH:14][C:13]([C:16]([O:18][CH3:19])=[O:17])=[CH:12][C:11]=2[CH3:20])[CH:5]=[CH:6][C:7]=1[O:8][CH3:9], predict the reactants needed to synthesize it. The reactants are: Br[C:2]1[CH:3]=[C:4]([C:10]2[CH:15]=[CH:14][C:13]([C:16]([O:18][CH3:19])=[O:17])=[CH:12][C:11]=2[CH3:20])[CH:5]=[CH:6][C:7]=1[O:8][CH3:9].B.P(C1CCCCC1)(C1CCCCC1)C1CCCCC1.CC([O-])=O.[K+].Cl[C:47]1[CH:52]=[CH:51][C:50]([C:53]([F:56])([F:55])[F:54])=[CH:49][C:48]=1[CH2:57][OH:58].C([O-])([O-])=O.[K+].[K+].